This data is from Reaction yield outcomes from USPTO patents with 853,638 reactions. The task is: Predict the reaction yield, written as a fraction of the theoretical maximum amount of product (1.0 means a 100% yield; for example, 0.34 means a 34% yield). (1) The reactants are [CH3:1][CH:2]([CH2:5][CH2:6][C:7]1[C:12]([CH3:14])([CH3:13])[CH2:11][CH2:10][CH2:9][C:8]=1[CH3:15])[CH:3]=O.[C:16]([O:23][CH3:24])(=[O:22])[CH2:17][C:18]([O:20][CH3:21])=[O:19].N1C=CC=CC=1. The catalyst is ClC(Cl)(Cl)Cl.O1CCCC1.[Ti](Cl)(Cl)(Cl)Cl. The product is [CH3:1][CH:2]([CH2:5][CH2:6][C:7]1[C:12]([CH3:14])([CH3:13])[CH2:11][CH2:10][CH2:9][C:8]=1[CH3:15])[CH:3]=[C:17]([C:16]([O:23][CH3:24])=[O:22])[C:18]([O:20][CH3:21])=[O:19]. The yield is 0.810. (2) The reactants are [CH3:1][C:2]1[N:3]=[CH:4][N:5]([C:7]2[N:12]=[CH:11][C:10]([C:13](=[O:15])[CH3:14])=[CH:9][CH:8]=2)[CH:6]=1.[Br:16]Br. The catalyst is Br.CC(O)=O. The product is [Br:16][CH2:14][C:13]([C:10]1[CH:11]=[N:12][C:7]([N:5]2[CH:6]=[C:2]([CH3:1])[N:3]=[CH:4]2)=[CH:8][CH:9]=1)=[O:15]. The yield is 0.800. (3) The reactants are [O:1]1[C:5]2[CH:6]=[CH:7][C:8]([C:10]3([C:13]([NH:15][C:16]4[CH:17]=[C:18]5[C:22](=[CH:23][CH:24]=4)[N:21]([CH2:25][CH2:26][CH2:27][C:28]([OH:30])=O)[C:20]([C:31]([CH3:34])([CH3:33])[CH3:32])=[CH:19]5)=[O:14])[CH2:12][CH2:11]3)=[CH:9][C:4]=2[O:3][CH2:2]1.CCN(CC)CC.CN(C(ON1N=NC2C=CC=CC1=2)=[N+](C)C)C.F[P-](F)(F)(F)(F)F.[CH2:66]([CH2:68][NH2:69])[OH:67]. The catalyst is CN(C=O)C. The product is [O:1]1[C:5]2[CH:6]=[CH:7][C:8]([C:10]3([C:13]([NH:15][C:16]4[CH:17]=[C:18]5[C:22](=[CH:23][CH:24]=4)[N:21]([CH2:25][CH2:26][CH2:27][C:28]([NH:69][CH2:68][CH2:66][OH:67])=[O:30])[C:20]([C:31]([CH3:32])([CH3:34])[CH3:33])=[CH:19]5)=[O:14])[CH2:12][CH2:11]3)=[CH:9][C:4]=2[O:3][CH2:2]1. The yield is 0.640.